This data is from Forward reaction prediction with 1.9M reactions from USPTO patents (1976-2016). The task is: Predict the product of the given reaction. (1) Given the reactants [O:1]=[C:2]1[C:23]2[C:18](=[CH:19][CH:20]=[CH:21][CH:22]=2)[O:17][C:4]2([CH2:9][CH2:8][N:7]([C:10]([O:12][C:13]([CH3:16])([CH3:15])[CH3:14])=[O:11])[CH2:6][CH2:5]2)[CH2:3]1.C[Si]([N-][Si](C)(C)C)(C)C.[Li+].[F:34][C:35]([F:54])([F:53])[S:36](N(C1C=CC=CC=1)[S:36]([C:35]([F:54])([F:53])[F:34])(=[O:38])=[O:37])(=[O:38])=[O:37], predict the reaction product. The product is: [F:34][C:35]([F:54])([F:53])[S:36]([O:1][C:2]1[C:23]2[C:18](=[CH:19][CH:20]=[CH:21][CH:22]=2)[O:17][C:4]2([CH2:5][CH2:6][N:7]([C:10]([O:12][C:13]([CH3:16])([CH3:15])[CH3:14])=[O:11])[CH2:8][CH2:9]2)[CH:3]=1)(=[O:38])=[O:37]. (2) Given the reactants [Br:1]N1C(=O)CCC1=O.[NH2:9][C:10]1[S:11][CH:12]=[C:13]([CH3:20])[C:14]=1[C:15]([O:17][CH2:18][CH3:19])=[O:16], predict the reaction product. The product is: [NH2:9][C:10]1[S:11][C:12]([Br:1])=[C:13]([CH3:20])[C:14]=1[C:15]([O:17][CH2:18][CH3:19])=[O:16]. (3) Given the reactants [F:1][C:2]1[CH:3]=[CH:4][C:5]([NH:8][NH2:9])=[N:6][CH:7]=1.[Cl:10][C:11]1[CH:19]=[CH:18][CH:17]=[CH:16][C:12]=1[C:13](Cl)=[O:14].CCN(C(C)C)C(C)C, predict the reaction product. The product is: [F:1][C:2]1[CH:3]=[CH:4][C:5]([NH:8][NH:9][C:13](=[O:14])[C:12]2[CH:16]=[CH:17][CH:18]=[CH:19][C:11]=2[Cl:10])=[N:6][CH:7]=1. (4) Given the reactants [CH3:1][C:2]1[CH:6]=[C:5]([CH3:7])[NH:4][C:3]=1/[CH:8]=[C:9]1\[C:10](=[O:25])[N:11]([C:18](N2C=CN=C2)=[O:19])[C:12]2[C:17]\1=[CH:16][CH:15]=[CH:14][CH:13]=2.[N:26]1([CH2:31][CH2:32][OH:33])[CH2:30][CH2:29][CH2:28][CH2:27]1.C(O)(C(F)(F)F)=O.ClCCl, predict the reaction product. The product is: [N:26]1([CH2:31][CH2:32][O:33][C:18]([N:11]2[C:12]3[C:17](=[CH:16][CH:15]=[CH:14][CH:13]=3)/[C:9](=[CH:8]/[C:3]3[NH:4][C:5]([CH3:7])=[CH:6][C:2]=3[CH3:1])/[C:10]2=[O:25])=[O:19])[CH2:30][CH2:29][CH2:28][CH2:27]1. (5) Given the reactants Cl[C:2]1[CH:3]=[C:4]([NH:10][C:11]2[CH:16]=[N:15][C:14]([CH2:17][NH:18][CH:19]3[CH2:22][CH2:21][CH2:20]3)=[CH:13][N:12]=2)[C:5](=[O:9])[N:6]([CH3:8])[N:7]=1.[C:23]([C:27]1[CH:28]=[C:29]2[C:34](=[C:35]([F:37])[CH:36]=1)[C:33](=[O:38])[N:32]([C:39]1[CH:49]=[CH:48][CH:47]=[C:46](B3OC(C)(C)C(C)(C)O3)[C:40]=1[CH2:41][O:42]C(=O)C)[N:31]=[CH:30]2)([CH3:26])([CH3:25])[CH3:24].[O-]P([O-])([O-])=O.[K+].[K+].[K+].CC(C1C=C(C(C)C)C(C2C=CC=CC=2P(C2CCCCC2)C2CCCCC2)=C(C(C)C)C=1)C.[OH-].[Na+], predict the reaction product. The product is: [C:23]([C:27]1[CH:28]=[C:29]2[C:34](=[C:35]([F:37])[CH:36]=1)[C:33](=[O:38])[N:32]([C:39]1[CH:49]=[CH:48][CH:47]=[C:46]([C:2]3[CH:3]=[C:4]([NH:10][C:11]4[CH:16]=[N:15][C:14]([CH2:17][NH:18][CH:19]5[CH2:22][CH2:21][CH2:20]5)=[CH:13][N:12]=4)[C:5](=[O:9])[N:6]([CH3:8])[N:7]=3)[C:40]=1[CH2:41][OH:42])[N:31]=[CH:30]2)([CH3:26])([CH3:24])[CH3:25]. (6) The product is: [C:25]([O:24][C:22](=[O:23])[CH2:21][CH2:20][CH2:19][O:1][C:2]1[CH:3]=[C:4]([CH:9]=[CH:10][CH:11]=1)[C:5]([O:7][CH3:8])=[O:6])([CH3:28])([CH3:27])[CH3:26]. Given the reactants [OH:1][C:2]1[CH:3]=[C:4]([CH:9]=[CH:10][CH:11]=1)[C:5]([O:7][CH3:8])=[O:6].C([O-])([O-])=O.[K+].[K+].Br[CH2:19][CH2:20][CH2:21][C:22]([O:24][C:25]([CH3:28])([CH3:27])[CH3:26])=[O:23], predict the reaction product. (7) The product is: [Si:9]([O:8][CH2:7][C:5]1[S:6][C:2]([C:17]#[N:18])=[CH:3][CH:4]=1)([C:12]([CH3:15])([CH3:14])[CH3:13])([CH3:11])[CH3:10]. Given the reactants Br[C:2]1[S:6][C:5]([CH2:7][O:8][Si:9]([C:12]([CH3:15])([CH3:14])[CH3:13])([CH3:11])[CH3:10])=[CH:4][CH:3]=1.[Cu](C#N)[C:17]#[N:18], predict the reaction product. (8) Given the reactants [NH2:1][CH:2]([C:10]([OH:12])=O)[CH2:3][C:4]1[CH:9]=[CH:8][CH:7]=[CH:6][CH:5]=1.[Cl:13][C:14]1[CH:19]=[CH:18][C:17]([N:20]=[C:21]=[O:22])=[CH:16][CH:15]=1.[CH3:23][N:24]1[CH2:28][CH2:27][N:26]=[C:25]1[C:29]1[CH:34]=[CH:33][C:32]([NH2:35])=[CH:31][CH:30]=1.C(Cl)CCl, predict the reaction product. The product is: [CH3:23][N:24]1[CH2:28][CH2:27][N:26]=[C:25]1[C:29]1[CH:34]=[CH:33][C:32]([NH:35][C:10](=[O:12])[CH:2]([CH2:3][C:4]2[CH:5]=[CH:6][CH:7]=[CH:8][CH:9]=2)[NH:1][C:21]([NH:20][C:17]2[CH:18]=[CH:19][C:14]([Cl:13])=[CH:15][CH:16]=2)=[O:22])=[CH:31][CH:30]=1.